From a dataset of Full USPTO retrosynthesis dataset with 1.9M reactions from patents (1976-2016). Predict the reactants needed to synthesize the given product. (1) Given the product [NH2:24][N:9]1[C:10]([C:13]([O:15][CH3:16])=[O:14])=[CH:11][N:12]=[C:8]1[C:5]1[CH:4]=[CH:3][C:2]([F:1])=[CH:7][CH:6]=1, predict the reactants needed to synthesize it. The reactants are: [F:1][C:2]1[CH:7]=[CH:6][C:5]([C:8]2[NH:9][C:10]([C:13]([O:15][CH3:16])=[O:14])=[CH:11][N:12]=2)=[CH:4][CH:3]=1.CC(C)([O-])C.[K+].C[N:24](C=O)C.NOP(=O)(C1C=CC=CC=1)C1C=CC=CC=1. (2) Given the product [Cl:47][C:48]1[CH:53]=[CH:52][C:51]([S:54]([NH:8][C@H:9]2[CH2:13][CH2:12][N:11]([C:14]3[N:19]4[N:20]=[CH:21][CH:22]=[C:18]4[N:17]=[C:16]([CH3:23])[C:15]=3[CH:24]([CH2:30][CH2:31][CH3:32])[C:25]([O:27][CH2:28][CH3:29])=[O:26])[CH2:10]2)(=[O:56])=[O:55])=[CH:50][CH:49]=1, predict the reactants needed to synthesize it. The reactants are: C(OC([NH:8][C@H:9]1[CH2:13][CH2:12][N:11]([C:14]2[N:19]3[N:20]=[CH:21][CH:22]=[C:18]3[N:17]=[C:16]([CH3:23])[C:15]=2[CH:24]([CH2:30][CH2:31][CH3:32])[C:25]([O:27][CH2:28][CH3:29])=[O:26])[CH2:10]1)=O)(C)(C)C.FC(F)(F)C(O)=O.C1(C)C=CC=CC=1.[Cl:47][C:48]1[CH:53]=[CH:52][C:51]([S:54](Cl)(=[O:56])=[O:55])=[CH:50][CH:49]=1. (3) Given the product [CH:20]1([CH2:23][N:24]([CH2:37][CH2:38][O:39][C:47]2[CH:48]=[CH:49][C:44]([C:40]([CH3:43])([CH3:42])[CH3:41])=[CH:45][CH:46]=2)[C:25]2[CH:32]=[CH:31][C:28]([C:29]#[N:30])=[C:27]([C:33]([F:35])([F:36])[F:34])[CH:26]=2)[CH2:21][CH2:22]1, predict the reactants needed to synthesize it. The reactants are: C1(P(C2C=CC=CC=2)C2C=CC=CC=2)C=CC=CC=1.[CH:20]1([CH2:23][N:24]([CH2:37][CH2:38][OH:39])[C:25]2[CH:32]=[CH:31][C:28]([C:29]#[N:30])=[C:27]([C:33]([F:36])([F:35])[F:34])[CH:26]=2)[CH2:22][CH2:21]1.[C:40]([C:44]1[CH:49]=[CH:48][C:47](O)=[CH:46][CH:45]=1)([CH3:43])([CH3:42])[CH3:41].C1C=CC(COC(/N=N/C(OCC2C=CC=CC=2)=O)=O)=CC=1.C(=O)([O-])[O-]. (4) The reactants are: [Br:1][C:2]1[CH:7]=[CH:6][C:5]([F:8])=[CH:4][C:3]=1[CH2:9]Br.[Na+].[I-].[C:13]([S-:15])#[N:14].[K+]. Given the product [Br:1][C:2]1[CH:7]=[CH:6][C:5]([F:8])=[CH:4][C:3]=1[CH2:9][N:14]=[C:13]=[S:15], predict the reactants needed to synthesize it.